This data is from Catalyst prediction with 721,799 reactions and 888 catalyst types from USPTO. The task is: Predict which catalyst facilitates the given reaction. (1) Reactant: [S:1]1[CH:5]=[CH:4][C:3]([C:6]([OH:8])=[O:7])=[CH:2]1.[Cl:9]N1C(=O)CCC1=O. Product: [Cl:9][C:5]1[S:1][CH:2]=[C:3]([C:6]([OH:8])=[O:7])[CH:4]=1. The catalyst class is: 15. (2) Reactant: [C:1]([O:5][C:6]([N:8]1[C:16]2[C:11](=[CH:12][CH:13]=[CH:14][CH:15]=2)[CH:10]=[C:9]1[C:17]1[C:18](=[O:34])[N:19]([CH2:26][O:27][CH2:28][CH2:29][Si:30]([CH3:33])([CH3:32])[CH3:31])[CH:20]=[C:21]([C:23](O)=[O:24])[CH:22]=1)=[O:7])([CH3:4])([CH3:3])[CH3:2].Cl.CN(C)CCCN=C=NCC.O.ON1C2C=CC=CC=2N=N1.C(N(CC)C(C)C)(C)C.[CH2:67]([N:74]1[CH:78]=[C:77]([NH2:79])[CH:76]=[N:75]1)[C:68]1[CH:73]=[CH:72][CH:71]=[CH:70][CH:69]=1. Product: [C:1]([O:5][C:6]([N:8]1[C:16]2[C:11](=[CH:12][CH:13]=[CH:14][CH:15]=2)[CH:10]=[C:9]1[C:17]1[C:18](=[O:34])[N:19]([CH2:26][O:27][CH2:28][CH2:29][Si:30]([CH3:33])([CH3:32])[CH3:31])[CH:20]=[C:21]([C:23](=[O:24])[NH:79][C:77]2[CH:76]=[N:75][N:74]([CH2:67][C:68]3[CH:69]=[CH:70][CH:71]=[CH:72][CH:73]=3)[CH:78]=2)[CH:22]=1)=[O:7])([CH3:4])([CH3:3])[CH3:2]. The catalyst class is: 7. (3) Reactant: [C:1]1([C:11]([C:13]2[CH:14]=[CH:15][C:16]([O:27][CH2:28][CH2:29][CH2:30][CH2:31][CH3:32])=[C:17]3[C:22]=2[CH:21]=[C:20]([O:23][C:24](=[O:26])[CH3:25])[CH:19]=[CH:18]3)=[O:12])[C:10]2[C:5](=[CH:6][CH:7]=[CH:8][CH:9]=2)[CH:4]=[CH:3][CH:2]=1.[Cl-].[Al+3].[Cl-].[Cl-].[C:37]1(C(Cl)=O)[C:46]2[C:41](=[CH:42][CH:43]=[CH:44]C=2)[CH:40]=[CH:39][CH:38]=1.C(OC1C=CC=C2C=1C=CC(OC(=O)C)=C2)CCCC. Product: [C:1]1([C:11]([C:13]2[CH:14]=[CH:15][C:16]([O:27][CH2:28][CH2:29][CH2:30][CH2:31][CH3:32])=[C:17]3[C:22]=2[CH:21]=[C:20]([O:23][C:24]([C:25]2[C:46]4[C:41](=[CH:40][CH:39]=[CH:38][CH:37]=4)[CH:42]=[CH:43][CH:44]=2)=[O:26])[CH:19]=[CH:18]3)=[O:12])[C:10]2[C:5](=[CH:6][CH:7]=[CH:8][CH:9]=2)[CH:4]=[CH:3][CH:2]=1. The catalyst class is: 2. (4) Reactant: [H-].[Na+].[CH3:3][C:4]([C:6]1[CH:7]=[CH:8][C:9]([OH:12])=[CH:10][CH:11]=1)=[O:5].Br[CH:14]([CH3:16])[CH3:15].O. Product: [CH:14]([O:12][C:9]1[CH:10]=[CH:11][C:6]([C:4](=[O:5])[CH3:3])=[CH:7][CH:8]=1)([CH3:16])[CH3:15]. The catalyst class is: 3. (5) Reactant: [Br:1][C:2]1[CH:3]=[C:4]2[C:8](=[CH:9][CH:10]=1)[N:7]([CH3:11])[N:6]=[C:5]2[NH2:12].Cl.Cl[CH2:15][CH2:16][N:17]([CH2:19][CH2:20]Cl)[CH3:18].O.C([O-])([O-])=O.[K+].[K+]. Product: [Br:1][C:2]1[CH:3]=[C:4]2[C:8](=[CH:9][CH:10]=1)[N:7]([CH3:11])[N:6]=[C:5]2[N:12]1[CH2:20][CH2:19][N:17]([CH3:18])[CH2:16][CH2:15]1. The catalyst class is: 329.